Dataset: Full USPTO retrosynthesis dataset with 1.9M reactions from patents (1976-2016). Task: Predict the reactants needed to synthesize the given product. (1) Given the product [C:1]1([C@H:7]([O:9][C:10]2[C:19]3[C:14](=[CH:15][CH:16]=[CH:17][CH:18]=3)[C:13]([C:20]3[C:29]4[C:24](=[CH:25][CH:26]=[CH:27][CH:28]=4)[CH:23]=[CH:22][C:21]=3[O:30][S:39]([C:38]([F:51])([F:50])[F:37])(=[O:41])=[O:40])=[N:12][N:11]=2)[CH3:8])[CH:2]=[CH:3][CH:4]=[CH:5][CH:6]=1, predict the reactants needed to synthesize it. The reactants are: [C:1]1([C@H:7]([O:9][C:10]2[C:19]3[C:14](=[CH:15][CH:16]=[CH:17][CH:18]=3)[C:13]([C:20]3[C:29]4[C:24](=[CH:25][CH:26]=[CH:27][CH:28]=4)[CH:23]=[CH:22][C:21]=3[OH:30])=[N:12][N:11]=2)[CH3:8])[CH:6]=[CH:5][CH:4]=[CH:3][CH:2]=1.N1C=CC=CC=1.[F:37][C:38]([F:51])([F:50])[S:39](O[S:39]([C:38]([F:51])([F:50])[F:37])(=[O:41])=[O:40])(=[O:41])=[O:40]. (2) Given the product [OH:20][C@@H:21]1[C@H:25]2[O:26][C:27]([CH3:29])([CH3:30])[O:28][C@H:24]2[C@H:23]([NH:31][C:40](=[O:41])[O:42][CH2:43][C:44]2[CH:49]=[CH:48][CH:47]=[CH:46][CH:45]=2)[CH2:22]1, predict the reactants needed to synthesize it. The reactants are: C(OC(N[C@@H](CC1C=CC=CC=1)C([O-])=O)=O)(C)(C)C.[OH:20][C@@H:21]1[C@H:25]2[O:26][C:27]([CH3:30])([CH3:29])[O:28][C@H:24]2[C@H:23]([NH3+:31])[CH2:22]1.Cl.C(=O)([O-])[O-].[K+].[K+].Cl[C:40]([O:42][CH2:43][C:44]1[CH:49]=[CH:48][CH:47]=[CH:46][CH:45]=1)=[O:41]. (3) Given the product [NH2:1][C:2]1[N:7]=[CH:6][N:5]=[C:4]([NH:8][CH:9]([C:11]2[C:20]([O:21][CH3:22])=[C:19]([C:23]([OH:25])=[O:24])[C:18]3[C:13](=[CH:14][CH:15]=[C:16]([F:27])[CH:17]=3)[N:12]=2)[CH3:10])[C:3]=1[C:28]#[N:29], predict the reactants needed to synthesize it. The reactants are: [NH2:1][C:2]1[N:7]=[CH:6][N:5]=[C:4]([NH:8][CH:9]([C:11]2[C:20]([O:21][CH3:22])=[C:19]([C:23]([O:25]C)=[O:24])[C:18]3[C:13](=[CH:14][CH:15]=[C:16]([F:27])[CH:17]=3)[N:12]=2)[CH3:10])[C:3]=1[C:28]#[N:29].[Li+].[OH-].